This data is from Catalyst prediction with 721,799 reactions and 888 catalyst types from USPTO. The task is: Predict which catalyst facilitates the given reaction. (1) Reactant: [CH2:1]([O:4][C@@H:5]1[C@@H:9]([CH2:10][O:11][Si](C(C)(C)C)(C)C)[O:8][C@@H:7]([N:19]2[CH:26]=[C:25]([I:27])[C:23]([NH2:24])=[N:22][C:20]2=[O:21])[CH2:6]1)[CH:2]=[CH2:3].CCCC[N+](CCCC)(CCCC)CCCC.[F-]. Product: [CH2:1]([O:4][C@@H:5]1[C@@H:9]([CH2:10][OH:11])[O:8][C@@H:7]([N:19]2[CH:26]=[C:25]([I:27])[C:23]([NH2:24])=[N:22][C:20]2=[O:21])[CH2:6]1)[CH:2]=[CH2:3]. The catalyst class is: 1. (2) Reactant: Cl[C:2]1C=CC=C(C(OO)=O)C=1.CS[CH2:14][C:15]1[CH:16]=[CH:17][CH:18]=[C:19]2[C:23]=1[NH:22][CH:21]=[CH:20]2.[S:24]([O-:27])([O-])=[O:25].[Na+].[Na+]. Product: [CH3:2][S:24]([CH2:14][C:15]1[CH:16]=[CH:17][CH:18]=[C:19]2[C:23]=1[NH:22][CH:21]=[CH:20]2)(=[O:27])=[O:25]. The catalyst class is: 7. (3) Reactant: [C:1]([N:4]1[CH2:9][CH2:8][N:7]([C:10]2[CH:11]=[CH:12][C:13]([CH2:16][CH2:17][C:18]3[S:22][C:21]([C:23]([NH:25][NH:26]C(OC(C)(C)C)=O)=[O:24])=[CH:20][CH:19]=3)=[N:14][CH:15]=2)[CH2:6][CH2:5]1)(=[O:3])[CH3:2].FC(F)(F)C(O)=O. Product: [C:1]([N:4]1[CH2:9][CH2:8][N:7]([C:10]2[CH:11]=[CH:12][C:13]([CH2:16][CH2:17][C:18]3[S:22][C:21]([C:23]([NH:25][NH2:26])=[O:24])=[CH:20][CH:19]=3)=[N:14][CH:15]=2)[CH2:6][CH2:5]1)(=[O:3])[CH3:2]. The catalyst class is: 4. (4) Reactant: [OH:1][CH2:2][C:3]12[CH2:10][C:7]([NH:11][C:12]([C:14]3[CH:19]=[N:18][CH:17]=[CH:16][N:15]=3)=[O:13])([CH2:8][CH2:9]1)[CH2:6][CH2:5][CH2:4]2.C1C=C[NH+]=CC=1.[O-][Cr](Cl)(=O)=O. Product: [CH:2]([C:3]12[CH2:10][C:7]([NH:11][C:12]([C:14]3[CH:19]=[N:18][CH:17]=[CH:16][N:15]=3)=[O:13])([CH2:8][CH2:9]1)[CH2:6][CH2:5][CH2:4]2)=[O:1]. The catalyst class is: 2. (5) The catalyst class is: 3. Product: [CH3:16][C:17](=[CH2:18])[CH2:19][O:10][C@H:9]([C@@H:7]([O:8][CH2:18][C:17]([CH3:19])=[CH2:16])[C:3]([O:5][CH3:6])=[O:4])[C:11]([O:13][CH3:14])=[O:12]. Reactant: [H-].[Na+].[C:3]([C@@H:7]([C@H:9]([C:11]([O:13][CH3:14])=[O:12])[OH:10])[OH:8])([O:5][CH3:6])=[O:4].Br[CH2:16][C:17]([CH3:19])=[CH2:18]. (6) Reactant: [CH3:1][C:2]1[C:10]2[C:9](=[O:11])[C:8]([C:12]([OH:14])=O)=[CH:7][NH:6][C:5]=2[S:4][N:3]=1.[C:15]([C:19]1[C:27]2[C:22](=[CH:23][C:24]([NH2:28])=[CH:25][CH:26]=2)[NH:21][CH:20]=1)([CH3:18])([CH3:17])[CH3:16].N1C=CC=CC=1. Product: [C:15]([C:19]1[C:27]2[C:22](=[CH:23][C:24]([NH:28][C:12]([C:8]3[C:9](=[O:11])[C:10]4[C:2]([CH3:1])=[N:3][S:4][C:5]=4[NH:6][CH:7]=3)=[O:14])=[CH:25][CH:26]=2)[NH:21][CH:20]=1)([CH3:18])([CH3:16])[CH3:17]. The catalyst class is: 13. (7) Reactant: [C:1]1([S:7]([OH:10])(=[O:9])=[O:8])[CH:6]=[CH:5][CH:4]=[CH:3][CH:2]=1.[Cl:11][C:12]1[CH:31]=[CH:30][C:15]([O:16][C@@H:17]([C:24]2[CH:29]=[CH:28][CH:27]=[CH:26][CH:25]=2)[C@H:18]2[O:23][CH2:22][CH2:21][NH:20][CH2:19]2)=[C:14]([O:32][CH3:33])[CH:13]=1. Product: [S:7]([C:1]1[CH:6]=[CH:5][CH:4]=[CH:3][CH:2]=1)([OH:10])(=[O:9])=[O:8].[Cl:11][C:12]1[CH:31]=[CH:30][C:15]([O:16][C@@H:17]([C:24]2[CH:29]=[CH:28][CH:27]=[CH:26][CH:25]=2)[C@H:18]2[O:23][CH2:22][CH2:21][NH:20][CH2:19]2)=[C:14]([O:32][CH3:33])[CH:13]=1. The catalyst class is: 5. (8) Reactant: [OH:1][CH2:2][C@H:3]1[CH2:8][CH2:7][C@H:6]([N:9]2[C:14](=[O:15])[C:13]([CH2:16][C:17]3[CH:22]=[CH:21][C:20]([C:23]4[C:24]([C:29]#[N:30])=[CH:25][CH:26]=[CH:27][CH:28]=4)=[CH:19][CH:18]=3)=[C:12]([CH2:31][CH2:32][CH3:33])[N:11]3[N:34]=[CH:35][N:36]=[C:10]23)[CH2:5][CH2:4]1.C(N(CC)CC)C.Cl. Product: [CH:2]([C@H:3]1[CH2:4][CH2:5][C@H:6]([N:9]2[C:14](=[O:15])[C:13]([CH2:16][C:17]3[CH:22]=[CH:21][C:20]([C:23]4[C:24]([C:29]#[N:30])=[CH:25][CH:26]=[CH:27][CH:28]=4)=[CH:19][CH:18]=3)=[C:12]([CH2:31][CH2:32][CH3:33])[N:11]3[N:34]=[CH:35][N:36]=[C:10]23)[CH2:7][CH2:8]1)=[O:1]. The catalyst class is: 16.